From a dataset of Full USPTO retrosynthesis dataset with 1.9M reactions from patents (1976-2016). Predict the reactants needed to synthesize the given product. Given the product [Br:23][C:19]1[CH:18]=[C:17]([C:15]([C:3]2[CH:8]=[CH:7][C:6]([O:9][CH3:10])=[C:5]([CH3:11])[CH:4]=2)=[CH2:14])[CH:22]=[CH:21][CH:20]=1, predict the reactants needed to synthesize it. The reactants are: [Mg].Br[C:3]1[CH:8]=[CH:7][C:6]([O:9][CH3:10])=[C:5]([CH3:11])[CH:4]=1.BrBr.[CH3:14][C:15]([C:17]1[CH:22]=[CH:21][CH:20]=[C:19]([Br:23])[CH:18]=1)=O.